From a dataset of Ames mutagenicity test results for genotoxicity prediction. Regression/Classification. Given a drug SMILES string, predict its toxicity properties. Task type varies by dataset: regression for continuous values (e.g., LD50, hERG inhibition percentage) or binary classification for toxic/non-toxic outcomes (e.g., AMES mutagenicity, cardiotoxicity, hepatotoxicity). Dataset: ames. (1) The compound is Nc1nc(N)c2nc(-c3ccccc3)c(N)nc2n1. The result is 0 (non-mutagenic). (2) The drug is O=[N+]([O-])c1ccc(Nc2ncnc3c2ncn3-c2ccc([N+](=O)[O-])cc2)cc1. The result is 1 (mutagenic). (3) The compound is CCOC(=O)CC(SP(=O)(OC)SC)C(=O)OCC. The result is 0 (non-mutagenic). (4) The drug is Oc1c(Cl)cc(Cl)c(Cl)c1Cc1c(O)c(Cl)cc(Cl)c1Cl. The result is 0 (non-mutagenic). (5) The molecule is COP(=S)(OC)Oc1ccc(SC)c(C)c1. The result is 0 (non-mutagenic). (6) The molecule is COC(N)=O. The result is 0 (non-mutagenic).